This data is from Forward reaction prediction with 1.9M reactions from USPTO patents (1976-2016). The task is: Predict the product of the given reaction. (1) Given the reactants C([O:5][C:6]([C:8]1[C:9]([O:26][CH:27]([CH3:32])[C:28]([F:31])([F:30])[F:29])=[N:10][C:11]2[C:16]([C:17]=1[C:18]1[CH:23]=[CH:22][CH:21]=[C:20]([Cl:24])[CH:19]=1)=[CH:15][C:14]([Cl:25])=[CH:13][CH:12]=2)=[O:7])(C)(C)C.Cl, predict the reaction product. The product is: [Cl:25][C:14]1[CH:15]=[C:16]2[C:11](=[CH:12][CH:13]=1)[N:10]=[C:9]([O:26][CH:27]([CH3:32])[C:28]([F:31])([F:30])[F:29])[C:8]([C:6]([OH:7])=[O:5])=[C:17]2[C:18]1[CH:23]=[CH:22][CH:21]=[C:20]([Cl:24])[CH:19]=1. (2) Given the reactants [C:1]([O:5][C@@H:6]([C:11]1[C:40]([CH3:41])=[C:39]([CH3:42])[C:38]2=[N:43][C:35]3=[CH:36][N:37]2[C:12]=1[N:13]1[CH2:49][CH2:48][C:16]([CH3:50])([O:17][CH2:18][CH2:19][CH2:20][CH2:21][C@H:22]([CH3:47])[O:23][C:24]2[CH:25]=[CH:26][C:27]([F:46])=[C:28]([F:45])[C:29]=2[C:30]2[CH:44]=[C:34]3[CH:33]=[CH:32][CH:31]=2)[CH2:15][CH2:14]1)[C:7]([O:9]C)=[O:8])([CH3:4])([CH3:3])[CH3:2].C(O[C@@H](C1C(C)=CC2=NC3=C(Cl)N2C=1N1CCC(C)(OCCCC[C@H](C)OC2C=CC(C)=CC=2C2C=C3C=CC=2)CC1)C(O)=O)(C)(C)C, predict the reaction product. The product is: [C:1]([O:5][C@@H:6]([C:11]1[C:40]([CH3:41])=[C:39]([CH3:42])[C:38]2=[N:43][C:35]3=[CH:36][N:37]2[C:12]=1[N:13]1[CH2:14][CH2:15][C:16]([CH3:50])([O:17][CH2:18][CH2:19][CH2:20][CH2:21][C@H:22]([CH3:47])[O:23][C:24]2[CH:25]=[CH:26][C:27]([F:46])=[C:28]([F:45])[C:29]=2[C:30]2[CH:44]=[C:34]3[CH:33]=[CH:32][CH:31]=2)[CH2:48][CH2:49]1)[C:7]([OH:9])=[O:8])([CH3:4])([CH3:2])[CH3:3]. (3) Given the reactants ClC1C=C(I)C(Cl)=CN=1.N[C:11]1[CH:18]=[C:17]([F:19])[CH:16]=[CH:15][C:12]=1C#N.[O-]P(OP(OP([O-])([O-])=O)([O-])=O)(=O)[O-].[K+].[K+].[K+].[K+].[K+].C1C=CC(P(C2C(OC3C(P(C4C=CC=CC=4)C4C=CC=CC=4)=CC=CC=3)=CC=CC=2)C2C=CC=CC=2)=CC=1.CC1C=C(N)N(C(C)C)N=1.[C:87](=[O:90])([O-])[O-:88].[Cs+].[Cs+].[OH-].[Na+], predict the reaction product. The product is: [F:19][C:17]1[CH:18]=[CH:11][C:12]([C:87]([OH:88])=[O:90])=[CH:15][CH:16]=1. (4) Given the reactants [OH:1][C:2]1[CH:7]=[CH:6][C:5]([CH2:8][C:9]([OH:11])=[O:10])=[CH:4][CH:3]=1.OS(O)(=O)=O.[C:17]([O-])(O)=O.[Na+], predict the reaction product. The product is: [OH:1][C:2]1[CH:3]=[CH:4][C:5]([CH2:8][C:9]([O:11][CH3:17])=[O:10])=[CH:6][CH:7]=1. (5) Given the reactants [CH2:1]([O:8]C(=N)C(Cl)(Cl)Cl)[C:2]1C=CC=CC=1.C([S:19](O)(=O)=O)(F)(F)F.[C:23]1([OH:29])C=CC=C[CH:24]=1.[CH:30]1[CH:35]=[CH:34][C:33]([P:36]([C:43]2[CH:48]=[CH:47][CH:46]=[CH:45][CH:44]=2)[C:37]2[CH:42]=[CH:41][CH:40]=[CH:39][CH:38]=2)=[CH:32][CH:31]=1.[CH3:49][CH:50]([O:52][C:53](/[N:55]=[N:56]/[C:57]([O:59][CH:60]([CH3:62])[CH3:61])=[O:58])=[O:54])[CH3:51], predict the reaction product. The product is: [C:1]([O-:8])(=[S:19])[CH3:2].[CH3:24][C:23]([SH:19])=[O:29].[CH:46]1[CH:45]=[CH:44][C:43]([P:36]([C:37]2[CH:42]=[CH:41][CH:40]=[CH:39][CH:38]=2)[C:33]2[CH:34]=[CH:35][CH:30]=[CH:31][CH:32]=2)=[CH:48][CH:47]=1.[CH3:62][CH:60]([O:59][C:57](/[N:56]=[N:55]/[C:53]([O:52][CH:50]([CH3:51])[CH3:49])=[O:54])=[O:58])[CH3:61]. (6) Given the reactants [CH2:1]([O:3][P:4]([CH:7]([C:18](=[O:20])[NH2:19])[C:8]1[C:9]2[CH:16]=[C:15]([Cl:17])[CH:14]=[CH:13][C:10]=2[S:11][CH:12]=1)([CH3:6])=[O:5])[CH3:2].C(=O)([O-])[O-].[Cs+].[Cs+].Br[CH:28]=[CH:29][C:30]1[CH:35]=[CH:34][C:33]([F:36])=[C:32]([F:37])[CH:31]=1.C(OCC)(=O)C, predict the reaction product. The product is: [CH2:1]([O:3][P:4]([CH:7]([C:8]1[C:9]2[CH:16]=[C:15]([Cl:17])[CH:14]=[CH:13][C:10]=2[S:11][CH:12]=1)[C:18](=[O:20])[NH:19][CH:28]=[CH:29][C:30]1[CH:35]=[CH:34][C:33]([F:36])=[C:32]([F:37])[CH:31]=1)([CH3:6])=[O:5])[CH3:2]. (7) Given the reactants Cl.C(N=C=NCCCN(C)C)C.[O:13]=[C:14]1[N:19]([C:20]2[CH:25]=[CH:24][C:23]([O:26][CH2:27][C:28]([F:31])([F:30])[F:29])=[CH:22][CH:21]=2)[C:18]([S:32][CH2:33][CH2:34][CH2:35][C:36](O)=[O:37])=[N:17][C:16]2[CH:39]=[CH:40][NH:41][C:15]1=2.[NH:42]1[CH2:47][CH2:46][O:45][CH2:44][CH2:43]1.ON1C2C=CC=CC=2N=N1, predict the reaction product. The product is: [N:42]1([C:36](=[O:37])[CH2:35][CH2:34][CH2:33][S:32][C:18]2[N:19]([C:20]3[CH:25]=[CH:24][C:23]([O:26][CH2:27][C:28]([F:31])([F:30])[F:29])=[CH:22][CH:21]=3)[C:14](=[O:13])[C:15]3[NH:41][CH:40]=[CH:39][C:16]=3[N:17]=2)[CH2:47][CH2:46][O:45][CH2:44][CH2:43]1. (8) Given the reactants [Br:1][C:2]1[N:7]=[C:6]([CH2:8]O)[CH:5]=[CH:4][CH:3]=1.C(N(CC)C(C)C)(C)C.CS(OS(C)(=O)=O)(=O)=O.[Br-:28].[Li+].C(=O)(O)[O-].[Na+], predict the reaction product. The product is: [Br:1][C:2]1[CH:3]=[CH:4][CH:5]=[C:6]([CH2:8][Br:28])[N:7]=1. (9) The product is: [O:1]=[C:2]1[C:7]([C:8]([NH:17][C@@H:18]([CH2:26][CH2:27][CH2:28][NH:29][C:30]([NH:32][S:33]([C:36]2[C:37]([CH3:50])=[C:38]3[C:43](=[C:44]([CH3:47])[C:45]=2[CH3:46])[O:42][C:41]([CH3:49])([CH3:48])[CH2:40][CH2:39]3)(=[O:34])=[O:35])=[NH:31])[C:19]([O:21][C:22]([CH3:23])([CH3:24])[CH3:25])=[O:20])=[O:10])=[CH:6][CH:5]=[CH:4][N:3]1[C:11]1[CH:16]=[CH:15][CH:14]=[CH:13][CH:12]=1. Given the reactants [O:1]=[C:2]1[C:7]([C:8]([OH:10])=O)=[CH:6][CH:5]=[CH:4][N:3]1[C:11]1[CH:16]=[CH:15][CH:14]=[CH:13][CH:12]=1.[NH2:17][C@@H:18]([CH2:26][CH2:27][CH2:28][NH:29][C:30]([NH:32][S:33]([C:36]1[C:37]([CH3:50])=[C:38]2[C:43](=[C:44]([CH3:47])[C:45]=1[CH3:46])[O:42][C:41]([CH3:49])([CH3:48])[CH2:40][CH2:39]2)(=[O:35])=[O:34])=[NH:31])[C:19]([O:21][C:22]([CH3:25])([CH3:24])[CH3:23])=[O:20].CN(C(ON1N=NC2C=CC=CC1=2)=[N+](C)C)C.F[P-](F)(F)(F)(F)F.CCN(C(C)C)C(C)C, predict the reaction product. (10) Given the reactants [CH2:1](O[CH2:1][C:2]1[CH:7]=[CH:6][CH:5]=[CH:4][CH:3]=1)[C:2]1[CH:7]=[CH:6][CH:5]=[CH:4][CH:3]=1.[C:16]([OH:31])(=[O:30])[CH2:17][CH2:18][CH2:19][CH2:20][CH2:21][CH2:22][CH2:23][CH2:24][CH2:25][CH2:26][CH2:27][CH2:28][CH3:29].OO, predict the reaction product. The product is: [C:16]([O:31][CH2:1][C:2]1[CH:7]=[CH:6][CH:5]=[CH:4][CH:3]=1)(=[O:30])[CH2:17][CH2:18][CH2:19][CH2:20][CH2:21][CH2:22][CH2:23][CH2:24][CH2:25][CH2:26][CH2:27][CH2:28][CH3:29].